From a dataset of Forward reaction prediction with 1.9M reactions from USPTO patents (1976-2016). Predict the product of the given reaction. Given the reactants [N:1]1([CH2:6][CH2:7][CH2:8][C:9]2[CH:10]=[C:11]([OH:15])[CH:12]=[CH:13][CH:14]=2)[CH:5]=[CH:4][N:3]=[N:2]1.[H-].[Na+].Cl[CH2:19][C:20]1[N:21]=[C:22](/[CH:25]=[CH:26]/[C:27]2[CH:32]=[CH:31][C:30]([C:33]([F:36])([F:35])[F:34])=[CH:29][CH:28]=2)[O:23][CH:24]=1, predict the reaction product. The product is: [F:36][C:33]([F:34])([F:35])[C:30]1[CH:31]=[CH:32][C:27](/[CH:26]=[CH:25]/[C:22]2[O:23][CH:24]=[C:20]([CH2:19][O:15][C:11]3[CH:10]=[C:9]([CH2:8][CH2:7][CH2:6][N:1]4[CH:5]=[CH:4][N:3]=[N:2]4)[CH:14]=[CH:13][CH:12]=3)[N:21]=2)=[CH:28][CH:29]=1.